From a dataset of Peptide-MHC class I binding affinity with 185,985 pairs from IEDB/IMGT. Regression. Given a peptide amino acid sequence and an MHC pseudo amino acid sequence, predict their binding affinity value. This is MHC class I binding data. (1) The peptide sequence is KSCLPACVY. The MHC is HLA-A01:01 with pseudo-sequence HLA-A01:01. The binding affinity (normalized) is 0.178. (2) The peptide sequence is LMIFISSFLL. The MHC is HLA-B35:01 with pseudo-sequence HLA-B35:01. The binding affinity (normalized) is 0.0805. (3) The MHC is HLA-B51:01 with pseudo-sequence HLA-B51:01. The binding affinity (normalized) is 0. The peptide sequence is RPPNTQTSA.